From a dataset of Full USPTO retrosynthesis dataset with 1.9M reactions from patents (1976-2016). Predict the reactants needed to synthesize the given product. (1) Given the product [F:1][C:2]1[CH:3]=[C:4]2[C:8](=[CH:9][CH:10]=1)[N:7]([C@@H:13]1[CH2:17][CH2:16][O:15][CH2:14]1)[N:6]=[C:5]2[I:11], predict the reactants needed to synthesize it. The reactants are: [F:1][C:2]1[CH:3]=[C:4]2[C:8](=[CH:9][CH:10]=1)[NH:7][N:6]=[C:5]2[I:11].O[C@H:13]1[CH2:17][CH2:16][O:15][CH2:14]1. (2) Given the product [Cl:1][C:2]1[CH:14]=[CH:13][C:5]2[S:6][C:7]([C:10]([NH:37][CH2:36][C:32]3[CH:31]=[C:30]([CH:35]=[CH:34][CH:33]=3)[O:29][C:26]3[CH:27]=[CH:28][C:23]([O:22][C:19]([CH3:21])([CH3:20])[C:18]([OH:40])=[O:17])=[C:24]([CH3:38])[CH:25]=3)=[O:12])=[C:8]([CH3:9])[C:4]=2[CH:3]=1, predict the reactants needed to synthesize it. The reactants are: [Cl:1][C:2]1[CH:14]=[CH:13][C:5]2[S:6][C:7]([C:10]([OH:12])=O)=[C:8]([CH3:9])[C:4]=2[CH:3]=1.C([O:17][C:18](=[O:40])[C:19]([O:22][C:23]1[CH:28]=[CH:27][C:26]([O:29][C:30]2[CH:35]=[CH:34][CH:33]=[C:32]([CH2:36][NH2:37])[CH:31]=2)=[CH:25][C:24]=1[CH2:38]C)([CH3:21])[CH3:20])C. (3) The reactants are: [NH2:1][C@H:2]([C:4]1[CH:9]=[CH:8][C:7]([C:10]([N:12]2[CH2:17][CH2:16][CH2:15][CH2:14][CH2:13]2)=[O:11])=[C:6]([F:18])[CH:5]=1)[CH3:3].Cl[C:20]1[N:25]=[C:24]([N:26]2[C@@H:30]([CH:31]([CH3:33])[CH3:32])[CH2:29][O:28][C:27]2=[O:34])[C:23]([F:35])=[CH:22][N:21]=1.CCN(C(C)C)C(C)C. Given the product [F:35][C:23]1[C:24]([N:26]2[C@@H:30]([CH:31]([CH3:32])[CH3:33])[CH2:29][O:28][C:27]2=[O:34])=[N:25][C:20]([NH:1][C@H:2]([C:4]2[CH:9]=[CH:8][C:7]([C:10]([N:12]3[CH2:13][CH2:14][CH2:15][CH2:16][CH2:17]3)=[O:11])=[C:6]([F:18])[CH:5]=2)[CH3:3])=[N:21][CH:22]=1, predict the reactants needed to synthesize it. (4) Given the product [Br:1][C:2]1[CH:3]=[C:4]2[C:9](=[CH:10][CH:11]=1)[N:8]([CH2:14][C:15]([O:17][CH2:18][CH3:19])=[O:16])[C:7](=[O:12])[CH:6]=[CH:5]2, predict the reactants needed to synthesize it. The reactants are: [Br:1][C:2]1[CH:3]=[C:4]2[C:9](=[CH:10][CH:11]=1)[NH:8][C:7](=[O:12])[CH:6]=[CH:5]2.Br[CH2:14][C:15]([O:17][CH2:18][CH3:19])=[O:16]. (5) Given the product [CH2:1]([O:5][C:6]([C:8]1[N:9]=[C:10]([Br:30])[C:11]2[C:16]([C:17]=1[OH:18])=[CH:15][CH:14]=[C:13]([O:19][C:20]1[CH:25]=[CH:24][C:23]([F:26])=[CH:22][CH:21]=1)[CH:12]=2)=[O:7])[CH2:2][CH2:3][CH3:4], predict the reactants needed to synthesize it. The reactants are: [CH2:1]([O:5][C:6]([C:8]1[N:9]=[C:10](O)[C:11]2[C:16]([C:17]=1[OH:18])=[CH:15][CH:14]=[C:13]([O:19][C:20]1[CH:25]=[CH:24][C:23]([F:26])=[CH:22][CH:21]=1)[CH:12]=2)=[O:7])[CH2:2][CH2:3][CH3:4].P(Br)(Br)([Br:30])=O.CC#N.C([O-])(O)=O.[Na+]. (6) Given the product [F:23][C:16]1[CH:15]=[C:14]([CH:24]([NH:26][C:27]([C:29]2[N:30]=[C:31]([C:4]3[CH:5]=[CH:6][CH:7]=[C:2]([Cl:1])[CH:3]=3)[O:32][CH:33]=2)=[O:28])[CH3:25])[CH:13]=[C:12]([F:11])[C:17]=1[NH:18][S:19]([CH3:22])(=[O:21])=[O:20], predict the reactants needed to synthesize it. The reactants are: [Cl:1][C:2]1[CH:3]=[C:4](B(O)O)[CH:5]=[CH:6][CH:7]=1.[F:11][C:12]1[CH:13]=[C:14]([CH:24]([NH:26][C:27]([C:29]2[N:30]=[C:31](Cl)[O:32][CH:33]=2)=[O:28])[CH3:25])[CH:15]=[C:16]([F:23])[C:17]=1[NH:18][S:19]([CH3:22])(=[O:21])=[O:20].C([O-])([O-])=O.[Cs+].[Cs+].